This data is from Reaction yield outcomes from USPTO patents with 853,638 reactions. The task is: Predict the reaction yield, written as a fraction of the theoretical maximum amount of product (1.0 means a 100% yield; for example, 0.34 means a 34% yield). (1) The reactants are [C:1]([N:8]1[CH2:13][CH2:12][CH:11]([C:14]#[N:15])[CH2:10][CH2:9]1)([O:3][C:4]([CH3:7])([CH3:6])[CH3:5])=[O:2].[N-:16]=[N+:17]=[N-:18].[Na+].[Cl-].[NH4+].Cl. The catalyst is CN(C)C=O.ClCCl. The product is [N:15]1[NH:16][N:17]=[N:18][C:14]=1[CH:11]1[CH2:12][CH2:13][N:8]([C:1]([O:3][C:4]([CH3:7])([CH3:6])[CH3:5])=[O:2])[CH2:9][CH2:10]1. The yield is 0.760. (2) The reactants are [NH2:1][C@H:2]([C:6]([OH:8])=[O:7])[CH:3]([CH3:5])[CH3:4].[OH-].[Na+].[C:11]1([CH2:17][C:18](Cl)=[O:19])[CH:16]=[CH:15][CH:14]=[CH:13][CH:12]=1. No catalyst specified. The product is [CH3:4][CH:3]([CH2:2][CH3:6])[CH2:5][O:7][C:6](=[O:8])[C@H:2]([CH:3]([CH3:5])[CH3:4])[NH:1][C:18](=[O:19])[CH2:17][C:11]1[CH:16]=[CH:15][CH:14]=[CH:13][CH:12]=1. The yield is 0.690. (3) The reactants are Br[C:2]1[CH:7]=[CH:6][C:5]([N:8]2[C:12]([CH2:13][C@@H:14]3[CH2:18][CH2:17][N:16]([C:19]([CH:21]4[CH2:23][CH2:22]4)=[O:20])[CH2:15]3)=[N:11][NH:10][C:9]2=[O:24])=[C:4]([O:25][CH3:26])[CH:3]=1.[F:27][C:28]1[CH:33]=[CH:32][C:31](B(O)O)=[CH:30][CH:29]=1. No catalyst specified. The product is [CH:21]1([C:19]([N:16]2[CH2:17][CH2:18][C@@H:14]([CH2:13][C:12]3[N:8]([C:5]4[CH:6]=[CH:7][C:2]([C:31]5[CH:32]=[CH:33][C:28]([F:27])=[CH:29][CH:30]=5)=[CH:3][C:4]=4[O:25][CH3:26])[C:9](=[O:24])[NH:10][N:11]=3)[CH2:15]2)=[O:20])[CH2:23][CH2:22]1. The yield is 0.720. (4) The reactants are [NH2:1][CH2:2][C@H:3]([N:5]1[CH:9]=[CH:8][C:7]([C:10]2[CH:17]=[CH:16][C:13]([C:14]#[N:15])=[C:12]([Cl:18])[CH:11]=2)=[N:6]1)[CH3:4].[CH3:19][N:20]1[CH:24]=[C:23]([C:25](O)=[O:26])[N:22]=[CH:21]1. No catalyst specified. The product is [Cl:18][C:12]1[CH:11]=[C:10]([C:7]2[CH:8]=[CH:9][N:5]([C@H:3]([CH3:4])[CH2:2][NH:1][C:25]([C:23]3[N:22]=[CH:21][N:20]([CH3:19])[CH:24]=3)=[O:26])[N:6]=2)[CH:17]=[CH:16][C:13]=1[C:14]#[N:15]. The yield is 0.140. (5) The reactants are Cl[CH2:2][C:3]1[CH:8]=[CH:7][CH:6]=[CH:5][C:4]=1[CH2:9][C:10]([OH:12])=[O:11].[NH:13]1[CH2:18][CH2:17][O:16][CH2:15][CH2:14]1. The catalyst is C1COCC1.C(OCC)(=O)C. The product is [O:16]1[CH2:17][CH2:18][N:13]([CH2:2][C:3]2[CH:8]=[CH:7][CH:6]=[CH:5][C:4]=2[CH2:9][C:10]([OH:12])=[O:11])[CH2:14][CH2:15]1. The yield is 0.870. (6) The reactants are Cl.Cl[CH2:3][C:4]1[N:13]=[C:12]([NH:14][CH2:15][C:16]2[CH:21]=[CH:20][C:19]([O:22][CH3:23])=[CH:18][CH:17]=2)[C:11]2[C:6](=[CH:7][CH:8]=[CH:9][CH:10]=2)[N:5]=1.C([O-])([O-])=O.[K+].[K+].[C:30]1(=[O:40])[NH:34][C:33](=[O:35])[C:32]2=[CH:36][CH:37]=[CH:38][CH:39]=[C:31]12.[K]. The catalyst is CN(C=O)C.CCOC(C)=O. The product is [CH3:23][O:22][C:19]1[CH:20]=[CH:21][C:16]([CH2:15][NH:14][C:12]2[C:11]3[C:6](=[CH:7][CH:8]=[CH:9][CH:10]=3)[N:5]=[C:4]([CH2:3][N:34]3[C:30](=[O:40])[C:31]4[C:32](=[CH:36][CH:37]=[CH:38][CH:39]=4)[C:33]3=[O:35])[N:13]=2)=[CH:17][CH:18]=1. The yield is 0.680.